This data is from Experimentally validated miRNA-target interactions with 360,000+ pairs, plus equal number of negative samples. The task is: Binary Classification. Given a miRNA mature sequence and a target amino acid sequence, predict their likelihood of interaction. (1) The miRNA is hsa-miR-4273 with sequence GUGUUCUCUGAUGGACAG. The protein sequence of the target gene is MASPRTITIMALSVALGLFFVFMGTIKLTPRLSKDAYSEMKRAYKSYVRALPLLKKMGINSILLRKSIGALEVACGIVMTLVPGRPKDVANFFLLLLVLAVLFFHQLVGDPLKRYAHALVFGILLTCRLLIARKPEDRSSEKKALPESAEEQPSLYEKAPQGKVKVS. Result: 0 (no interaction). (2) The miRNA is hsa-miR-139-3p with sequence UGGAGACGCGGCCCUGUUGGAGU. The protein sequence of the target gene is MRRSMKRRRRRRPVAPATAARGGDFRAEDGAGLEAREEKVVYSRSQLSLADSTKALGDAFKLFMPRSTEFMSSDAELWSFLCSLKHQFSPHILRSKDVYGYSSCRALVPDPPGPPTARGQARRPVPRAAARRRRRGARAAAARRRKPRPPPPPPPPPEESCPAKPVAPGPCFGGRTLEEIWRAATPTLTTFPTIRVGSDVWGERSLAAARRRARQVLRVNLEPMVRLRRFPVPRA. Result: 1 (interaction). (3) The miRNA is hsa-miR-4524b-5p with sequence AUAGCAGCAUAAGCCUGUCUC. The protein sequence of the target gene is MATPNNLTPTNCSWWPISALESDAAKPAEAPDAPEAASPAHWPRESLVLYHWTQSFSSQKVRLVIAEKGLVCEERDVSLPQSEHKEPWFMRLNLGEEVPVIIHRDNIISDYDQIIDYVERTFTGEHVVALMPEVGSLQHARVLQYRELLDALPMDAYTHGCILHPELTTDSMIPKYATAEIRRHLANATTDLMKLDHEEEPQLSEPYLSKQKKLMAKILEHDDVSYLKKILGELAMVLDQIEAELEKRKLENEGQKCELWLCGCAFTLADVLLGATLHRLKFLGLSKKYWEDGSRPNLQS.... Result: 0 (no interaction). (4) The miRNA is hsa-miR-6757-5p with sequence UAGGGAUGGGAGGCCAGGAUGA. The protein sequence of the target gene is MVSWKGIYFILFLFAGSFFGSIFMLGPILPLMFINLSWYRWISSRLVATWLTLPVALLETMFGVRVVITGDAFVPGERSVIIMNHRTRVDWMFLWNCLMRYSYLRVEKICLKSSLKSVPGFGWAMQVAAFIFIHRKWKDDKSHFEDMIDYFCAIHEPLQLLIFPEGTDLTENNKARSNDFAEKNGLQKYEYVLHPRTTGFTFVVDRLREGKNLDAVHDITVAYPYNIPQTEKHLLLGDFPKEIHFHVQRYPADSLPTSKEDLQLWCHRRWEEKEERLRSFYQGEKNFHFTGQSTVPPCKS.... Result: 0 (no interaction). (5) The miRNA is hsa-miR-215-5p with sequence AUGACCUAUGAAUUGACAGAC. The protein sequence of the target gene is MIRLGGWCARRLCSAAVPAGRRGAAGGLGLAGGRALRVLVDMDGVLADFEGGFLRKFRARFPDQPFIALEDRRGFWVSEQYGRLRPGLSEKAISIWESKNFFFELEPLPGAVEAVKEMASLQNTDVFICTSPIKMFKYCPYEKYAWVEKYFGPDFLEQIVLTRDKTVVSADLLIDDRPDITGAEPTPSWEHVLFTACHNQHLQLQPPRRRLHSWADDWKAILDSKRPC. Result: 1 (interaction). (6) The miRNA is hsa-miR-3606-3p with sequence AAAAUUUCUUUCACUACUUAG. The protein sequence of the target gene is MLHTTQLYQHVPETRWPIVYSPRYNITFMGLEKLHPFDAGKWGKVINFLKEEKLLSDSMLVEAREASEEDLLVVHTRRYLNELKWSFAVATITEIPPVIFLPNFLVQRKVLRPLRTQTGGTIMAGKLAVERGWAINVGGGFHHCSSDRGGGFCAYADITLAIKFLFERVEGISRATIIDLDAHQGNGHERDFMDDKRVYIMDVYNRHIYPGDRFAKQAIRRKVELEWGTEDDEYLDKVERNIKKSLQEHLPDVVVYNAGTDILEGDRLGGLSISPAGIVKRDELVFRMVRGRRVPILMVT.... Result: 0 (no interaction). (7) The miRNA is hsa-miR-624-5p with sequence UAGUACCAGUACCUUGUGUUCA. The protein sequence of the target gene is MAAAARARVTHLLRHLQSTACQCPTHSHTYSQAPGPSGKTADYAFEMAVSNIRYGAGVTKEVGMDLQNMGAKNVCLMTDKNLSQLPPVQIVMDSLSKNGISFQVYDDVRVEPTDGSFMDAIEFAKKGAFDAYVAVGGGSTMDTCKAANLYASSPHSEFLDYVNAPIGKGKPVTVPLKPLIAVPTTSGTGSETTGVAIFDYEHLKVKTGIASRAIKPTLGLVDPLHTLHMPCQVVANSGFDVLCHALESYTAIPYSMRSPCPSNPIQRPAYQGSNPISDIWAVHALQIVAKYLKRAVRNPD.... Result: 0 (no interaction). (8) The miRNA is hsa-miR-373-3p with sequence GAAGUGCUUCGAUUUUGGGGUGU. The protein sequence of the target gene is MGSKEDAGKGCPAAGGVSSFTIQSILGGGPSEAPREPVGWPARKRSLSVSSEEEEPDDGWKAPACFCPDQHGPKEQGPKHHPPIPFPCLGTPKGSGGSGPGGLERTPFLSPSHSDFKEEKERLLPAGSPSPGSERPRDGGAERQAGAAKKKTRTVFSRSQVYQLESTFDMKRYLSSSERACLASSLQLTETQVKTWFQNRRNKWKRQLSAELEAANMAHASAQTLVSMPLVFRDSSLLRVPVPRSLAFPAPLYYPGSNLSALPLYNLYNKLDY. Result: 0 (no interaction). (9) The protein sequence of the target gene is MGSGTSTQHHFAFQNAERAFKAAALIQRWYRRYVARLEMRRRCTWSIFQSIEYAGQQDQVKLHDFFSYLMDHFIPSSHNDRDFLTRIFTEDRFAQDSEMKKCSDYESIEVPDSYTGPRLSFPLLPDHATALVEAFRLKQQLHARYVLNLLYETKKHLVQLPNINRVSTCYSEEITVCGDLHGQLDDLIFIFYKNGLPSPERSYVFNGDFVDRGKDSVEILMILFAFMLVYPKEFHLNRGNHEDHMVNLRYGFTKEVMNKYKVHGKEILRTLQDVFCWLPLATLIDEKVLILHGGVSDITD.... The miRNA is hsa-miR-548ad-5p with sequence AAAAGUAAUUGUGGUUUUUG. Result: 0 (no interaction).